From a dataset of Reaction yield outcomes from USPTO patents with 853,638 reactions. Predict the reaction yield, written as a fraction of the theoretical maximum amount of product (1.0 means a 100% yield; for example, 0.34 means a 34% yield). (1) The reactants are [F:1][C:2]([F:13])([F:12])[O:3][C:4]1[CH:11]=[CH:10][C:7]([CH:8]=O)=[CH:6][CH:5]=1.[NH2:14][C:15]1[N:16]=[N:17][C:18]([CH3:21])=[CH:19][CH:20]=1.C([O:24][C:25](=O)[C:26]([OH:39])=[CH:27][C:28]([C:30]1[CH:35]=[CH:34][C:33]([CH:36]([CH3:38])[CH3:37])=[CH:32][CH:31]=1)=[O:29])C. No catalyst specified. The product is [OH:39][C:26]1[C:25](=[O:24])[N:14]([C:15]2[N:16]=[N:17][C:18]([CH3:21])=[CH:19][CH:20]=2)[CH:8]([C:7]2[CH:10]=[CH:11][C:4]([O:3][C:2]([F:13])([F:12])[F:1])=[CH:5][CH:6]=2)[C:27]=1[C:28](=[O:29])[C:30]1[CH:35]=[CH:34][C:33]([CH:36]([CH3:38])[CH3:37])=[CH:32][CH:31]=1. The yield is 0.330. (2) The reactants are [CH2:1]([N:5]1[C:14]([CH2:15][NH:16]C(=O)OC(C)(C)C)=[C:13]([C:24]2[CH:29]=[CH:28][CH:27]=[CH:26][CH:25]=2)[C:12]2[C:7](=[CH:8][CH:9]=[C:10]([C:30]3[O:31][C:32]([CH3:35])=[N:33][N:34]=3)[CH:11]=2)[C:6]1=[O:36])[CH:2]([CH3:4])[CH3:3].C(OC(=O)C)C.Cl. The catalyst is C(=O)([O-])O.[Na+]. The product is [NH2:16][CH2:15][C:14]1[N:5]([CH2:1][CH:2]([CH3:4])[CH3:3])[C:6](=[O:36])[C:7]2[C:12]([C:13]=1[C:24]1[CH:25]=[CH:26][CH:27]=[CH:28][CH:29]=1)=[CH:11][C:10]([C:30]1[O:31][C:32]([CH3:35])=[N:33][N:34]=1)=[CH:9][CH:8]=2. The yield is 0.720. (3) The reactants are C(OC(O[CH2:12][C@H:13]([NH:18][C:19]([O:21][C:22]([CH3:25])([CH3:24])[CH3:23])=[O:20])[C:14]([O:16][CH3:17])=[O:15])=O)C1C=CC=CC=1.C([O-])([O-])=O.[K+].[K+]. The catalyst is CN(C=O)C. The product is [C:22]([O:21][C:19]([NH:18][C:13](=[CH2:12])[C:14]([O:16][CH3:17])=[O:15])=[O:20])([CH3:25])([CH3:24])[CH3:23]. The yield is 0.810.